Dataset: Full USPTO retrosynthesis dataset with 1.9M reactions from patents (1976-2016). Task: Predict the reactants needed to synthesize the given product. Given the product [N:4]1[C:5]2[C:10](=[N:9][CH:8]=[CH:7][CH:6]=2)[CH:11]=[C:2]([CH:1]=[O:18])[CH:3]=1, predict the reactants needed to synthesize it. The reactants are: [CH3:1][C:2]1[CH:3]=[N:4][C:5]2[C:10]([CH:11]=1)=[N:9][CH:8]=[CH:7][CH:6]=2.BrN1C(=[O:18])CCC1=O.N(C(C)(C)C#N)=NC(C)(C)C#N.C1N2CN3CN(C2)CN1C3.[OH-].[Na+].